This data is from Forward reaction prediction with 1.9M reactions from USPTO patents (1976-2016). The task is: Predict the product of the given reaction. (1) Given the reactants [CH2:1]1[N:12]2[C:13]3[C:9]([C@@H:10]4[CH2:17][NH:16][CH2:15][CH2:14][C@@H:11]42)=[CH:8][CH:7]=[CH:6][C:5]=3[CH2:4][S:3][CH2:2]1.Cl[CH2:19][CH2:20][CH2:21][C:22]([C:24]1[CH:29]=[CH:28][C:27]([F:30])=[CH:26][CH:25]=1)=[O:23].C([O-])([O-])=O.[K+].[K+].O, predict the reaction product. The product is: [CH2:1]1[N:12]2[C:13]3[C:9]([C@@H:10]4[CH2:17][N:16]([CH2:19][CH2:20][CH2:21][C:22]([C:24]5[CH:25]=[CH:26][C:27]([F:30])=[CH:28][CH:29]=5)=[O:23])[CH2:15][CH2:14][C@@H:11]42)=[CH:8][CH:7]=[CH:6][C:5]=3[CH2:4][S:3][CH2:2]1. (2) Given the reactants Cl.[F:2][C:3]1[CH:4]=[C:5]([CH:19]=[CH:20][CH:21]=1)[CH2:6][O:7][C:8]1[CH:18]=[CH:17][C:11]2[CH2:12][CH2:13][NH:14][CH2:15][CH2:16][C:10]=2[CH:9]=1.[CH3:22][O:23][CH2:24][C:25](Cl)=[O:26].C(N(C(C)C)C(C)C)C, predict the reaction product. The product is: [F:2][C:3]1[CH:4]=[C:5]([CH:19]=[CH:20][CH:21]=1)[CH2:6][O:7][C:8]1[CH:18]=[CH:17][C:11]2[CH2:12][CH2:13][N:14]([C:25](=[O:26])[CH2:24][O:23][CH3:22])[CH2:15][CH2:16][C:10]=2[CH:9]=1. (3) The product is: [Cl:1][C:2]1[N:7]=[C:6]([C:8]2[S:41][C:39]([N:33]3[CH2:38][CH2:37][O:36][CH2:35][CH2:34]3)=[N:40][C:9]=2[C:11]2[C:12]([F:24])=[C:13]([NH:17][C:18](=[O:23])[O:19][CH2:20][CH:21]=[CH2:22])[CH:14]=[CH:15][CH:16]=2)[CH:5]=[CH:4][N:3]=1. Given the reactants [Cl:1][C:2]1[N:7]=[C:6]([CH2:8][C:9]([C:11]2[C:12]([F:24])=[C:13]([NH:17][C:18](=[O:23])[O:19][CH2:20][CH:21]=[CH2:22])[CH:14]=[CH:15][CH:16]=2)=O)[CH:5]=[CH:4][N:3]=1.C1C(=O)N(Br)C(=O)C1.[N:33]1([C:39](=[S:41])[NH2:40])[CH2:38][CH2:37][O:36][CH2:35][CH2:34]1.O, predict the reaction product. (4) The product is: [F:40][C:37]([F:38])([F:39])[CH2:36][O:35][C:20]1[N:21]=[C:22]([NH:24][C:25]2[CH:30]=[CH:29][CH:28]=[C:27]([C:31]([F:34])([F:32])[F:33])[CH:26]=2)[N:23]=[C:18]([NH:17][CH:14]2[CH2:15][CH2:16][N:11]([S:8]([C:5]3[CH:4]=[CH:3][C:2]([NH:1][C:41](=[O:43])[CH3:42])=[CH:7][CH:6]=3)(=[O:10])=[O:9])[CH2:12][CH2:13]2)[N:19]=1. Given the reactants [NH2:1][C:2]1[CH:7]=[CH:6][C:5]([S:8]([N:11]2[CH2:16][CH2:15][CH:14]([NH:17][C:18]3[N:23]=[C:22]([NH:24][C:25]4[CH:30]=[CH:29][CH:28]=[C:27]([C:31]([F:34])([F:33])[F:32])[CH:26]=4)[N:21]=[C:20]([O:35][CH2:36][C:37]([F:40])([F:39])[F:38])[N:19]=3)[CH2:13][CH2:12]2)(=[O:10])=[O:9])=[CH:4][CH:3]=1.[C:41](OC(=O)C)(=[O:43])[CH3:42].CCN(C(C)C)C(C)C.C(#N)C, predict the reaction product.